Dataset: Forward reaction prediction with 1.9M reactions from USPTO patents (1976-2016). Task: Predict the product of the given reaction. (1) The product is: [NH2:1][C:2]1[CH:7]=[CH:6][CH:5]=[CH:4][C:3]=1[C:2]1[CH:7]=[CH:6][CH:5]=[CH:4][CH:3]=1. Given the reactants [NH2:1][C:2]1[CH:7]=[CH:6][CH:5]=[CH:4][CH:3]=1.F[B-](F)(F)F.[OH-].[Na+].S([O-])([O-])=O.[Na+].[Na+], predict the reaction product. (2) Given the reactants [CH3:1][NH:2][S:3](Cl)(=[O:5])=[O:4].[NH2:7][C:8]1[C:9]([C:18]([C:20]2[CH:25]=[CH:24][C:23]([O:26][CH3:27])=[CH:22][C:21]=2[O:28][CH3:29])=O)=[CH:10][CH:11]=[C:12]2[C:17]=1[N:16]=[CH:15][CH:14]=[CH:13]2.[BH4-].[Na+], predict the reaction product. The product is: [CH3:29][O:28][C:21]1[CH:22]=[C:23]([O:26][CH3:27])[CH:24]=[CH:25][C:20]=1[CH:18]1[C:9]2[CH:10]=[CH:11][C:12]3[C:17](=[N:16][CH:15]=[CH:14][CH:13]=3)[C:8]=2[NH:7][S:3](=[O:5])(=[O:4])[N:2]1[CH3:1]. (3) Given the reactants [C:1]([O:5][C:6](=[O:30])[NH:7][CH2:8][C:9]1[C:10]([CH2:26][CH:27]([CH3:29])[CH3:28])=[N:11][C:12]([CH3:25])=[C:13]([CH2:22][C:23]#[N:24])[C:14]=1[C:15]1[CH:20]=[CH:19][C:18]([CH3:21])=[CH:17][CH:16]=1)([CH3:4])([CH3:3])[CH3:2].[OH-:31].[Na+].Cl, predict the reaction product. The product is: [C:1]([O:5][C:6](=[O:30])[NH:7][CH2:8][C:9]1[C:10]([CH2:26][CH:27]([CH3:28])[CH3:29])=[N:11][C:12]([CH3:25])=[C:13]([CH2:22][C:23]([NH2:24])=[O:31])[C:14]=1[C:15]1[CH:16]=[CH:17][C:18]([CH3:21])=[CH:19][CH:20]=1)([CH3:4])([CH3:3])[CH3:2]. (4) Given the reactants FC(F)(F)[C:3]([O-:5])=[O:4].[NH3+:8][CH2:9][C:10]1[N:11]=[N:12][N:13]([CH2:15][C@@H:16]2[C@H:19]([NH:20][C:21](=[O:37])/[C:22](=[N:29]\[O:30][C:31]([CH3:36])([CH3:35])[C:32]([OH:34])=[O:33])/[C:23]3[N:24]=[C:25]([NH2:28])[S:26][CH:27]=3)[C:18](=[O:38])[N:17]2[S:39]([OH:42])(=[O:41])=[O:40])[CH:14]=1.CCN([CH:49]([CH3:51])[CH3:50])C(C)C.[C:52]([N:59](C(OC(C)(C)C)=O)[C:60](N1C=CC=N1)=[NH:61])([O:54][C:55]([CH3:58])([CH3:57])[CH3:56])=[O:53].[CH2:74](Cl)Cl, predict the reaction product. The product is: [NH2:28][C:25]1[S:26][CH:27]=[C:23](/[C:22](=[N:29]/[O:30][C:31]([CH3:36])([CH3:35])[C:32]([OH:34])=[O:33])/[C:21]([NH:20][C@@H:19]2[C:18](=[O:38])[N:17]([S:39]([OH:42])(=[O:41])=[O:40])[C@@H:16]2[CH2:15][N:13]2[CH:14]=[C:10]([CH2:9][NH:8][C:60]([NH:59][C:52]([O:54][C:55]([CH3:58])([CH3:57])[CH3:56])=[O:53])=[N:61][C:3]([O:5][C:49]([CH3:51])([CH3:74])[CH3:50])=[O:4])[N:11]=[N:12]2)=[O:37])[N:24]=1.